This data is from Full USPTO retrosynthesis dataset with 1.9M reactions from patents (1976-2016). The task is: Predict the reactants needed to synthesize the given product. (1) The reactants are: C([O:4][CH2:5][C:6]1[CH:7]=[C:8]2[C:12](=[CH:13][C:14]=1[Br:15])[N:11]([S:16]([C:19]1[CH:24]=[CH:23][CH:22]=[CH:21][CH:20]=1)(=[O:18])=[O:17])[CH:10]=[CH:9]2)(=O)C.C(=O)([O-])[O-].[K+].[K+].Cl. Given the product [C:19]1([S:16]([N:11]2[C:12]3[C:8](=[CH:7][C:6]([CH2:5][OH:4])=[C:14]([Br:15])[CH:13]=3)[CH:9]=[CH:10]2)(=[O:17])=[O:18])[CH:20]=[CH:21][CH:22]=[CH:23][CH:24]=1, predict the reactants needed to synthesize it. (2) Given the product [Cl:25][C:2]1[C:11]2[C:6](=[CH:7][CH:8]=[C:9]([N:12]3[CH2:17][CH2:16][O:15][CH2:14][CH2:13]3)[CH:10]=2)[N:5]=[CH:4][C:3]=1[C:18]([O:20][CH2:21][CH3:22])=[O:19], predict the reactants needed to synthesize it. The reactants are: O[C:2]1[C:11]2[C:6](=[CH:7][CH:8]=[C:9]([N:12]3[CH2:17][CH2:16][O:15][CH2:14][CH2:13]3)[CH:10]=2)[N:5]=[CH:4][C:3]=1[C:18]([O:20][CH2:21][CH3:22])=[O:19].P(Cl)(Cl)([Cl:25])=O. (3) Given the product [Br:1][C:2]1[CH:3]=[C:4]([CH:8]([CH2:23][CH:24]([CH3:26])[CH3:25])[C:9]([OH:11])=[O:10])[CH:5]=[CH:6][CH:7]=1, predict the reactants needed to synthesize it. The reactants are: [Br:1][C:2]1[CH:3]=[C:4]([CH2:8][C:9]([OH:11])=[O:10])[CH:5]=[CH:6][CH:7]=1.C[Si]([N-][Si](C)(C)C)(C)C.[Na+].I[CH2:23][CH:24]([CH3:26])[CH3:25].